The task is: Predict the product of the given reaction.. This data is from Forward reaction prediction with 1.9M reactions from USPTO patents (1976-2016). (1) Given the reactants C([O:5][C:6](=[O:53])[C:7]([O:10]/[N:11]=[C:12](/[C:40]1[N:41]=[C:42]([NH:45]C(OC(C)(C)C)=O)[S:43][CH:44]=1)\[C:13]([NH:15][C@@H:16]1[C:19](=[O:20])[N:18]([S:21]([OH:24])(=[O:23])=[O:22])[C@@H:17]1[CH2:25][N:26]1[CH:30]=[C:29]([CH2:31][NH:32]C(OC(C)(C)C)=O)[N:28]=[N:27]1)=[O:14])([CH3:9])[CH3:8])(C)(C)C.C(O)(C(F)(F)F)=O.C(Cl)Cl.C([SiH](CC)CC)C, predict the reaction product. The product is: [NH2:32][CH2:31][C:29]1[N:28]=[N:27][N:26]([CH2:25][C@@H:17]2[C@H:16]([NH:15][C:13](=[O:14])/[C:12](=[N:11]\[O:10][C:7]([CH3:9])([CH3:8])[C:6]([OH:53])=[O:5])/[C:40]3[N:41]=[C:42]([NH2:45])[S:43][CH:44]=3)[C:19](=[O:20])[N:18]2[S:21]([OH:24])(=[O:23])=[O:22])[CH:30]=1. (2) The product is: [ClH:8].[ClH:8].[Cl:8][C:6]1[CH:7]=[C:2]([NH:11][C:12]2[CH:13]=[C:14]3[C:18]4=[C:19]([CH2:21][O:22][CH2:23][CH2:24][N:17]4[C@H:16]4[CH2:25][CH2:26][NH:27][CH2:28][C@@H:15]34)[CH:20]=2)[C:3]([C:9]#[N:10])=[N:4][CH:5]=1. Given the reactants Br[C:2]1[C:3]([C:9]#[N:10])=[N:4][CH:5]=[C:6]([Cl:8])[CH:7]=1.[NH2:11][C:12]1[CH:13]=[C:14]2[C:18]3=[C:19]([CH2:21][O:22][CH2:23][CH2:24][N:17]3[C@H:16]3[CH2:25][CH2:26][N:27](C(OC(C)(C)C)=O)[CH2:28][C@@H:15]23)[CH:20]=1, predict the reaction product. (3) Given the reactants [F:1][C:2]1[CH:7]=[CH:6][C:5]([CH:8]([C:26]2[CH:31]=[CH:30][C:29]([F:32])=[CH:28][CH:27]=2)[O:9][C:10]2[CH:22]=[CH:21][C:20]([N+:23]([O-])=O)=[CH:19][C:11]=2[C:12]([O:14][C:15]([CH3:18])([CH3:17])[CH3:16])=[O:13])=[CH:4][CH:3]=1.[Cl-].[Ca+2].[Cl-], predict the reaction product. The product is: [NH2:23][C:20]1[CH:21]=[CH:22][C:10]([O:9][CH:8]([C:5]2[CH:6]=[CH:7][C:2]([F:1])=[CH:3][CH:4]=2)[C:26]2[CH:31]=[CH:30][C:29]([F:32])=[CH:28][CH:27]=2)=[C:11]([CH:19]=1)[C:12]([O:14][C:15]([CH3:18])([CH3:17])[CH3:16])=[O:13]. (4) Given the reactants Cl.[O:2]([NH2:4])[CH3:3].C([O-])(=O)C.[K+].[CH3:10][O:11][CH:12]([O:16][CH3:17])[C:13](=O)[CH3:14].C([O-])(O)=O.[Na+], predict the reaction product. The product is: [CH3:3][O:2][N:4]=[C:13]([CH3:14])[CH:12]([O:16][CH3:17])[O:11][CH3:10].